The task is: Predict which catalyst facilitates the given reaction.. This data is from Catalyst prediction with 721,799 reactions and 888 catalyst types from USPTO. Reactant: [C:1]([O:5][C:6](=[O:17])[C:7]([O-])=[CH:8][C:9]([C:11]1[O:12][CH:13]=[CH:14][CH:15]=1)=O)([CH3:4])([CH3:3])[CH3:2].[Li+].Cl.[F:20][C:21]1[CH:28]=[CH:27][C:26]([NH:29][NH2:30])=[CH:25][C:22]=1[C:23]#[N:24]. Product: [C:23]([C:22]1[CH:25]=[C:26]([N:29]2[C:9]([C:11]3[O:12][CH:13]=[CH:14][CH:15]=3)=[CH:8][C:7]([C:6]([O:5][C:1]([CH3:4])([CH3:3])[CH3:2])=[O:17])=[N:30]2)[CH:27]=[CH:28][C:21]=1[F:20])#[N:24]. The catalyst class is: 15.